From a dataset of NCI-60 drug combinations with 297,098 pairs across 59 cell lines. Regression. Given two drug SMILES strings and cell line genomic features, predict the synergy score measuring deviation from expected non-interaction effect. Drug 1: CC1=C(C=C(C=C1)NC2=NC=CC(=N2)N(C)C3=CC4=NN(C(=C4C=C3)C)C)S(=O)(=O)N.Cl. Drug 2: CCCCC(=O)OCC(=O)C1(CC(C2=C(C1)C(=C3C(=C2O)C(=O)C4=C(C3=O)C=CC=C4OC)O)OC5CC(C(C(O5)C)O)NC(=O)C(F)(F)F)O. Cell line: HS 578T. Synergy scores: CSS=8.82, Synergy_ZIP=2.37, Synergy_Bliss=10.6, Synergy_Loewe=10.1, Synergy_HSA=7.87.